The task is: Predict which catalyst facilitates the given reaction.. This data is from Catalyst prediction with 721,799 reactions and 888 catalyst types from USPTO. (1) Reactant: [CH2:1]([S:3]([C:6]1[CH:7]=[C:8]([C:12]2[CH:20]=[C:19]([C:21]([NH:23][CH:24]3[CH2:29][CH2:28][N:27]([CH3:30])[CH2:26][CH2:25]3)=[O:22])[C:18]([CH3:31])=[C:17]3[C:13]=2[C:14]2[CH:35]=[C:34]([CH3:36])[CH:33]=[N:32][C:15]=2[NH:16]3)[CH:9]=[CH:10][CH:11]=1)(=[O:5])=[O:4])[CH3:2].[C:37]([OH:49])(=[O:48])[CH2:38][C:39]([CH2:44][C:45]([OH:47])=[O:46])([C:41]([OH:43])=[O:42])[OH:40]. Product: [C:37]([OH:49])(=[O:48])[CH2:38][C:39]([CH2:44][C:45]([OH:47])=[O:46])([C:41]([OH:43])=[O:42])[OH:40].[CH2:1]([S:3]([C:6]1[CH:7]=[C:8]([C:12]2[CH:20]=[C:19]([C:21]([NH:23][CH:24]3[CH2:25][CH2:26][N:27]([CH3:30])[CH2:28][CH2:29]3)=[O:22])[C:18]([CH3:31])=[C:17]3[C:13]=2[C:14]2[CH:35]=[C:34]([CH3:36])[CH:33]=[N:32][C:15]=2[NH:16]3)[CH:9]=[CH:10][CH:11]=1)(=[O:4])=[O:5])[CH3:2]. The catalyst class is: 47. (2) Reactant: [NH2:1][C@@H:2]([C:11]1[CH:16]=[CH:15][CH:14]=[CH:13][CH:12]=1)[CH2:3][C:4]([O:6][C:7]([CH3:10])([CH3:9])[CH3:8])=[O:5]. Product: [NH2:1][C@@H:2]([CH:11]1[CH2:16][CH2:15][CH2:14][CH2:13][CH2:12]1)[CH2:3][C:4]([O:6][C:7]([CH3:10])([CH3:8])[CH3:9])=[O:5]. The catalyst class is: 847. (3) Reactant: [NH2:1][CH:2]([C:4]1[N:5]=[C:6]2[S:19][CH:18]=[CH:17][N:7]2[C:8](=[O:16])[C:9]=1[C:10]1[CH:15]=[CH:14][CH:13]=[CH:12][CH:11]=1)[CH3:3].[NH2:20][C:21]1[N:29]=[C:28]2[C:24]([NH:25][CH:26]=[N:27]2)=[C:23](Br)[N:22]=1.C(N(CC)C(C)C)(C)C. Product: [NH2:20][C:21]1[N:29]=[C:28]2[C:24]([N:25]=[CH:26][NH:27]2)=[C:23]([NH:1][CH:2]([C:4]2[N:5]=[C:6]3[S:19][CH:18]=[CH:17][N:7]3[C:8](=[O:16])[C:9]=2[C:10]2[CH:15]=[CH:14][CH:13]=[CH:12][CH:11]=2)[CH3:3])[N:22]=1. The catalyst class is: 8. (4) Product: [NH2:22][C:15]1[CH:16]=[C:17]([C:18]([F:21])([F:20])[F:19])[C:12]2[N:6]([CH2:5][C:4]3[CH:24]=[CH:25][CH:26]=[C:2]([Cl:1])[CH:3]=3)[C:7](=[O:8])[NH:23][C:13]=2[CH:14]=1. The catalyst class is: 8. Reactant: [Cl:1][C:2]1[CH:3]=[C:4]([CH:24]=[CH:25][CH:26]=1)[CH2:5][N:6]([C:12]1[C:17]([C:18]([F:21])([F:20])[F:19])=[CH:16][C:15]([NH2:22])=[CH:14][C:13]=1[NH2:23])[C:7](=O)[O:8]CC.[H-].[Na+].C(=O)(O)[O-].[Na+]. (5) Reactant: [Cl:1][C:2]1[CH:3]=[C:4]2[C:10]([C:11]3[N:16]=[C:15]([NH:17][C@H:18]4[CH2:23][CH2:22][CH2:21][C@@H:20]([OH:24])[C@H:19]4[OH:25])[C:14]([F:26])=[CH:13][N:12]=3)=[CH:9][N:8](S(C3C=CC(C)=CC=3)(=O)=O)[C:5]2=[N:6][CH:7]=1.CCCC[N+](CCCC)(CCCC)CCCC.[F-]. Product: [Cl:1][C:2]1[CH:3]=[C:4]2[C:10]([C:11]3[N:16]=[C:15]([NH:17][C@H:18]4[CH2:23][CH2:22][CH2:21][C@@H:20]([OH:24])[C@H:19]4[OH:25])[C:14]([F:26])=[CH:13][N:12]=3)=[CH:9][NH:8][C:5]2=[N:6][CH:7]=1. The catalyst class is: 1. (6) Reactant: [CH3:1][O:2][C:3]1[CH:4]=[C:5]2[C:10](=[CH:11][C:12]=1[O:13][CH3:14])[N:9]=[CH:8][N:7]=[C:6]2[O:15][C:16]1[CH:22]=[CH:21][C:19]([NH2:20])=[C:18]([F:23])[CH:17]=1.ClC(Cl)(O[C:28](=[O:34])OC(Cl)(Cl)Cl)Cl.[CH2:36]([NH2:39])[CH2:37][CH3:38].CO. Product: [CH3:1][O:2][C:3]1[CH:4]=[C:5]2[C:10](=[CH:11][C:12]=1[O:13][CH3:14])[N:9]=[CH:8][N:7]=[C:6]2[O:15][C:16]1[CH:22]=[CH:21][C:19]([NH:20][C:28]([NH:39][CH2:36][CH2:37][CH3:38])=[O:34])=[C:18]([F:23])[CH:17]=1. The catalyst class is: 542. (7) Reactant: [CH3:1][C:2]1([C:8]2[CH:9]=[C:10]([NH:14][S:15]([CH3:18])(=[O:17])=[O:16])[CH:11]=[CH:12][CH:13]=2)[CH:7]2[CH:3]1[CH2:4][NH:5][CH2:6]2.C(=O)([O-])O.[Na+].Br[CH2:25][CH2:26][CH2:27][OH:28].C(OCC)C. Product: [NH3:5].[OH:28][CH2:27][CH2:26][CH2:25][N:5]1[CH2:6][CH:7]2[CH:3]([C:2]2([C:8]2[CH:9]=[C:10]([NH:14][S:15]([CH3:18])(=[O:17])=[O:16])[CH:11]=[CH:12][CH:13]=2)[CH3:1])[CH2:4]1. The catalyst class is: 35. (8) Reactant: [F:1][C:2]1[CH:3]=[C:4]([OH:8])[CH:5]=[CH:6][CH:7]=1.Br[C:10]12[CH2:19][CH:14]3[CH2:15][CH:16]([CH2:18][CH:12]([CH2:13]3)[CH2:11]1)[CH2:17]2. Product: [C:10]12([C:7]3[CH:6]=[CH:5][C:4]([OH:8])=[CH:3][C:2]=3[F:1])[CH2:19][CH:14]3[CH2:15][CH:16]([CH2:18][CH:12]([CH2:13]3)[CH2:11]1)[CH2:17]2. The catalyst class is: 11. (9) Reactant: [Cl:1][C:2]1[CH:7]=[CH:6][C:5]([CH2:8][C:9]([OH:11])=O)=[CH:4][CH:3]=1.C1(=O)O[C:15](=[O:16])[C:14]2=[CH:18][CH:19]=[CH:20][CH:21]=[C:13]12.C([O-])(=O)C.[Na+].CN1C(=O)CCC1.O. The catalyst class is: 37. Product: [Cl:1][C:2]1[CH:3]=[CH:4][C:5](/[CH:8]=[C:9]2/[O:11][C:15](=[O:16])[C:14]3[CH:18]=[CH:19][CH:20]=[CH:21][C:13]/2=3)=[CH:6][CH:7]=1.